From a dataset of Forward reaction prediction with 1.9M reactions from USPTO patents (1976-2016). Predict the product of the given reaction. (1) The product is: [Cl:13][C:14]1[CH:15]=[CH:16][C:17]([S:20]([C:23]2[C:24]([CH2:31][CH2:32][C:33]([OH:35])=[O:34])=[C:25](/[CH:29]=[C:6]3\[C:7](=[O:12])[NH:8][C:9]4[C:5]\3=[CH:4][C:3]([O:2][CH3:1])=[CH:11][CH:10]=4)[NH:26][C:27]=2[CH3:28])(=[O:21])=[O:22])=[CH:18][CH:19]=1. Given the reactants [CH3:1][O:2][C:3]1[CH:4]=[C:5]2[C:9](=[CH:10][CH:11]=1)[NH:8][C:7](=[O:12])[CH2:6]2.[Cl:13][C:14]1[CH:19]=[CH:18][C:17]([S:20]([C:23]2[C:24]([CH2:31][CH2:32][C:33]([OH:35])=[O:34])=[C:25]([CH:29]=O)[NH:26][C:27]=2[CH3:28])(=[O:22])=[O:21])=[CH:16][CH:15]=1.N1CCCCC1, predict the reaction product. (2) The product is: [Si:1]([O:8][C@H:9]1[CH2:18][C:17]2([CH2:21][CH2:20][CH2:19]2)[CH2:16][C:15]2[N:14]=[C:13]([CH:22]([CH3:24])[CH3:23])[C:12]([C@@H:25]([C:27]3[CH:32]=[CH:31][C:30]([C:33]([CH3:36])([CH3:35])[CH3:34])=[CH:29][CH:28]=3)[OH:26])=[C:11]([C:41]3[CH2:42][CH2:43][O:38][CH2:39][CH:40]=3)[C:10]1=2)([C:4]([CH3:7])([CH3:6])[CH3:5])([CH3:3])[CH3:2]. Given the reactants [Si:1]([O:8][C@H:9]1[CH2:18][C:17]2([CH2:21][CH2:20][CH2:19]2)[CH2:16][C:15]2[N:14]=[C:13]([CH:22]([CH3:24])[CH3:23])[C:12]([C@@H:25]([C:27]3[CH:32]=[CH:31][C:30]([C:33]([CH3:36])([CH3:35])[CH3:34])=[CH:29][CH:28]=3)[OH:26])=[C:11](I)[C:10]1=2)([C:4]([CH3:7])([CH3:6])[CH3:5])([CH3:3])[CH3:2].[O:38]1[CH2:43][CH:42]=[C:41](B2OC(C)(C)C(C)(C)O2)[CH2:40][CH2:39]1, predict the reaction product. (3) The product is: [Br:1][C:2]1[C:3]([C@@H:9]([NH:19][C:20](=[O:26])[O:21][C:22]([CH3:25])([CH3:24])[CH3:23])[CH2:10][C:11]2[CH:12]=[C:13]([F:18])[CH:14]=[C:15]([F:17])[CH:16]=2)=[N:4][C:5]([Br:28])=[CH:6][CH:7]=1. Given the reactants [Br:1][C:2]1[C:3]([C@@H:9]([NH:19][C:20](=[O:26])[O:21][C:22]([CH3:25])([CH3:24])[CH3:23])[CH2:10][C:11]2[CH:16]=[C:15]([F:17])[CH:14]=[C:13]([F:18])[CH:12]=2)=[N:4][CH:5]=[C:6](Br)[CH:7]=1.Cl.[Br:28]C1C([C@@H](N)CC2C=C(F)C=C(F)C=2)=NC(Br)=CC=1, predict the reaction product. (4) Given the reactants [CH2:1]([O:5][CH2:6][CH2:7][O:8][C:9]1[CH:14]=[CH:13][C:12]([C:15]2[CH:16]=[CH:17][C:18]3[N:24]([CH2:25][CH:26]([CH3:28])[CH3:27])[CH2:23][CH2:22][C:21]([C:29]([NH:31][C:32]4[CH:37]=[CH:36][C:35]([S:38][CH2:39][C:40]5[N:44]([CH2:45][CH2:46][CH3:47])[CH:43]=[N:42][C:41]=5[CH3:48])=[CH:34][CH:33]=4)=[O:30])=[CH:20][C:19]=3[CH:49]=2)=[CH:11][CH:10]=1)[CH2:2][CH2:3][CH3:4].ClC1C=CC=C(C(OO)=[O:58])C=1.CSC.O, predict the reaction product. The product is: [CH2:1]([O:5][CH2:6][CH2:7][O:8][C:9]1[CH:10]=[CH:11][C:12]([C:15]2[CH:16]=[CH:17][C:18]3[N:24]([CH2:25][CH:26]([CH3:27])[CH3:28])[CH2:23][CH2:22][C:21]([C:29]([NH:31][C:32]4[CH:33]=[CH:34][C:35]([S:38]([CH2:39][C:40]5[N:44]([CH2:45][CH2:46][CH3:47])[CH:43]=[N:42][C:41]=5[CH3:48])=[O:58])=[CH:36][CH:37]=4)=[O:30])=[CH:20][C:19]=3[CH:49]=2)=[CH:13][CH:14]=1)[CH2:2][CH2:3][CH3:4]. (5) Given the reactants F[C:2](F)(F)[CH2:3][O:4]P(CC(OCC)=O)(OCC(F)(F)F)=O.[H-].[Na+].[CH:23]([C:25]1[N:29]([CH2:30][C:31]([O:33][CH2:34][CH3:35])=[O:32])[N:28]=[CH:27][CH:26]=1)=O.[Cl-].[NH4+], predict the reaction product. The product is: [OH:4][C:3]1[CH:2]=[CH:23][C:25]2[N:29]([N:28]=[CH:27][CH:26]=2)[C:30]=1[C:31]([O:33][CH2:34][CH3:35])=[O:32].